Dataset: Forward reaction prediction with 1.9M reactions from USPTO patents (1976-2016). Task: Predict the product of the given reaction. (1) Given the reactants [OH:1][C:2]1[CH:3]=[C:4]2[C:8](=[CH:9][CH:10]=1)[N:7]([C:11]([NH:13][C:14]1[CH:19]=[CH:18][CH:17]=[C:16]([C:20]([F:23])([F:22])[F:21])[CH:15]=1)=[O:12])[CH:6]=[CH:5]2.OC1C=C2C(=CC=1)N(C(NC1C=CC=C(C(F)(F)F)C=1)=O)CC2.[OH-].[Na+].[Cl:49][C:50]1[N:55]=[C:54](Cl)[CH:53]=[CH:52][N:51]=1, predict the reaction product. The product is: [Cl:49][C:50]1[N:55]=[C:54]([O:1][C:2]2[CH:3]=[C:4]3[C:8](=[CH:9][CH:10]=2)[N:7]([C:11]([NH:13][C:14]2[CH:19]=[CH:18][CH:17]=[C:16]([C:20]([F:23])([F:21])[F:22])[CH:15]=2)=[O:12])[CH:6]=[CH:5]3)[CH:53]=[CH:52][N:51]=1. (2) The product is: [OH:23][C:8]1[CH:9]=[CH:10][CH:11]=[C:4]([N+:1]([O-:3])=[O:2])[C:5]=1[C:6]#[N:7]. Given the reactants [N+:1]([C:4]1[CH:11]=[CH:10][CH:9]=[C:8]([N+]([O-])=O)[C:5]=1[C:6]#[N:7])([O-:3])=[O:2].Cl.N1C=CC=CC=1.C[OH:23], predict the reaction product. (3) The product is: [C:34]([OH:46])(=[O:45])[CH2:35][C:36]([CH2:41][C:42]([OH:44])=[O:43])([C:38]([OH:40])=[O:39])[OH:37].[CH3:1][C:2]1[CH:11]=[CH:10][C:9]([N:12]2[CH2:17][CH2:16][N:15]([CH3:18])[CH2:14][CH2:13]2)=[C:8]2[C:3]=1[CH2:4][CH2:5][C@@H:6]([NH:19][C:20](=[O:33])[C:21]1[CH:26]=[CH:25][C:24]([N:27]3[CH2:32][CH2:31][O:30][CH2:29][CH2:28]3)=[CH:23][CH:22]=1)[CH2:7]2. Given the reactants [CH3:1][C:2]1[CH:11]=[CH:10][C:9]([N:12]2[CH2:17][CH2:16][N:15]([CH3:18])[CH2:14][CH2:13]2)=[C:8]2[C:3]=1[CH2:4][CH2:5][C@@H:6]([NH:19][C:20](=[O:33])[C:21]1[CH:26]=[CH:25][C:24]([N:27]3[CH2:32][CH2:31][O:30][CH2:29][CH2:28]3)=[CH:23][CH:22]=1)[CH2:7]2.[C:34]([OH:46])(=[O:45])[CH2:35][C:36]([CH2:41][C:42]([OH:44])=[O:43])([C:38]([OH:40])=[O:39])[OH:37], predict the reaction product. (4) Given the reactants [CH3:1][C@H:2]1[C@@:6]([CH2:8][CH2:9][CH3:10])([OH:7])[CH2:5][CH2:4][NH:3]1.[F:11][C:12]1[CH:19]=[C:18](F)[CH:17]=[CH:16][C:13]=1[C:14]#[N:15].C(=O)([O-])[O-].[Li+].[Li+], predict the reaction product. The product is: [F:11][C:12]1[CH:19]=[C:18]([N:3]2[CH2:4][CH2:5][C@@:6]([OH:7])([CH2:8][CH2:9][CH3:10])[C@@H:2]2[CH3:1])[CH:17]=[CH:16][C:13]=1[C:14]#[N:15]. (5) Given the reactants N.[NH2:2][C:3]1[N:8]([C:9]2[CH:14]=[CH:13][C:12]([O:15][CH3:16])=[CH:11][CH:10]=2)[C:7](=[S:17])[NH:6][C:5](=[O:18])[C:4]=1[N:19]=O.S(S([O-])=O)([O-])=O.[Na+].[Na+], predict the reaction product. The product is: [NH2:19][C:4]1[C:5](=[O:18])[NH:6][C:7](=[S:17])[N:8]([C:9]2[CH:10]=[CH:11][C:12]([O:15][CH3:16])=[CH:13][CH:14]=2)[C:3]=1[NH2:2]. (6) The product is: [N:1]1[CH:6]=[CH:5][CH:4]=[C:3]([C:7]2[N:12]=[C:11]([NH:13][C:21]3[S:22][CH:23]=[CH:24][N:25]=3)[CH:10]=[N:9][C:8]=2[C:14]2[CH:15]=[CH:16][N:17]=[CH:18][CH:19]=2)[CH:2]=1. Given the reactants [N:1]1[CH:6]=[CH:5][CH:4]=[C:3]([C:7]2[N:12]=[C:11]([NH2:13])[CH:10]=[N:9][C:8]=2[C:14]2[CH:19]=[CH:18][N:17]=[CH:16][CH:15]=2)[CH:2]=1.Br[C:21]1[S:22][CH:23]=[CH:24][N:25]=1.C(=O)([O-])[O-].[Cs+].[Cs+].CC1(C)C2C=CC=C(P(C3C=CC=CC=3)C3C=CC=CC=3)C=2OC2C1=CC=CC=2P(C1C=CC=CC=1)C1C=CC=CC=1, predict the reaction product. (7) Given the reactants [CH:1]([NH:4][C:5]([C:7]1[C:15]2[C:10](=[N:11][CH:12]=[C:13]([C:16]3[C:24]4[C:19](=[CH:20][CH:21]=[C:22]([O:25][Si](C(C)(C)C)(C)C)[CH:23]=4)[N:18]([CH3:33])[N:17]=3)[N:14]=2)[NH:9][CH:8]=1)=[O:6])([CH3:3])[CH3:2].[F-].C([N+](CCCC)(CCCC)CCCC)CCC, predict the reaction product. The product is: [CH:1]([NH:4][C:5]([C:7]1[C:15]2[C:10](=[N:11][CH:12]=[C:13]([C:16]3[C:24]4[C:19](=[CH:20][CH:21]=[C:22]([OH:25])[CH:23]=4)[N:18]([CH3:33])[N:17]=3)[N:14]=2)[NH:9][CH:8]=1)=[O:6])([CH3:3])[CH3:2]. (8) Given the reactants [CH2:1]([O:8][C@H:9]1[C@H:14]([O:15][CH2:16][C:17]2[CH:22]=[CH:21][CH:20]=[CH:19][CH:18]=2)[C@@H:13]([O:23][CH2:24]C2C=CC=CC=2)[C@@:12]([C:33]2[CH:38]=[CH:37][C:36]([Cl:39])=[C:35]([CH2:40][C:41]3[CH:46]=[CH:45][C:44]([O:47][CH3:48])=[C:43]([F:49])[C:42]=3[F:50])[CH:34]=2)([O:31][CH3:32])[O:11][C:10]1(CO)[CH2:51][OH:52])C1C=CC=CC=1.F[C:56](F)(F)[C:57](O)=O, predict the reaction product. The product is: [CH2:1]([O:8][C@H:9]1[C@H:14]([O:15][CH2:16][C:17]2[CH:22]=[CH:21][CH:20]=[CH:19][CH:18]=2)[C@@H:13]([O:23][CH2:24][C:57]2[CH:56]=[CH:51][CH:10]=[CH:9][CH:14]=2)[C@:12]2([C:33]3[CH:38]=[CH:37][C:36]([Cl:39])=[C:35]([CH2:40][C:41]4[CH:46]=[CH:45][C:44]([O:47][CH3:48])=[C:43]([F:49])[C:42]=4[F:50])[CH:34]=3)[O:11][C@@:10]1([CH2:51][OH:52])[CH2:32][O:31]2)[C:17]1[CH:22]=[CH:21][CH:20]=[CH:19][CH:18]=1. (9) The product is: [Cl:1][C:2]1[CH:3]=[CH:4][C:5]([O:10][CH3:13])=[C:6]([CH:9]=1)[CH:7]=[O:8]. Given the reactants [Cl:1][C:2]1[CH:3]=[CH:4][C:5]([OH:10])=[C:6]([CH:9]=1)[CH:7]=[O:8].IC.[C:13](=O)([O-])[O-].[K+].[K+], predict the reaction product.